The task is: Predict the product of the given reaction.. This data is from Forward reaction prediction with 1.9M reactions from USPTO patents (1976-2016). (1) Given the reactants [C:1](O[C:1](=O)[C:2]1[CH:7]=[CH:6][CH:5]=[CH:4][CH:3]=1)(=O)[C:2]1[CH:7]=[CH:6][CH:5]=[CH:4][CH:3]=1.[OH:18][C:19]1[C:24]([NH2:25])=[C:23]([OH:26])[N:22]=[CH:21][N:20]=1, predict the reaction product. The product is: [C:2]1([C:1]2[O:18][C:19]3[N:20]=[CH:21][N:22]=[C:23]([OH:26])[C:24]=3[N:25]=2)[CH:7]=[CH:6][CH:5]=[CH:4][CH:3]=1. (2) Given the reactants Cl[C:2]1[N:7]2[N:8]=[C:9]([NH:11][C:12](=[O:19])[C:13]3[CH:18]=[CH:17][CH:16]=[N:15][CH:14]=3)[N:10]=[C:6]2[CH:5]=[C:4]([C:20]([F:23])([F:22])[F:21])[CH:3]=1.[CH3:24][NH:25][CH3:26], predict the reaction product. The product is: [CH3:24][N:25]([CH3:26])[C:2]1[N:7]2[N:8]=[C:9]([NH:11][C:12](=[O:19])[C:13]3[CH:18]=[CH:17][CH:16]=[N:15][CH:14]=3)[N:10]=[C:6]2[CH:5]=[C:4]([C:20]([F:23])([F:22])[F:21])[CH:3]=1. (3) The product is: [O:16]=[C:12]1[NH:11][C:10]2[C:17]3[C:22]([CH:23]=[CH:24][C:9]=2[N:8]([C:5]2[CH:6]=[CH:7][C:2]([NH:1][S:35]([C:26]4[CH:27]=[CH:28][C:29]5[C:34](=[CH:33][CH:32]=[CH:31][CH:30]=5)[CH:25]=4)(=[O:37])=[O:36])=[CH:3][CH:4]=2)[C:14](=[O:15])[CH2:13]1)=[CH:21][CH:20]=[CH:19][CH:18]=3. Given the reactants [NH2:1][C:2]1[CH:7]=[CH:6][C:5]([N:8]2[C:14](=[O:15])[CH2:13][C:12](=[O:16])[NH:11][C:10]3[C:17]4[C:22]([CH:23]=[CH:24][C:9]2=3)=[CH:21][CH:20]=[CH:19][CH:18]=4)=[CH:4][CH:3]=1.[CH:25]1[C:34]2[C:29](=[CH:30][CH:31]=[CH:32][CH:33]=2)[CH:28]=[CH:27][C:26]=1[S:35](Cl)(=[O:37])=[O:36], predict the reaction product. (4) Given the reactants [Cl:1][C:2]1[CH:7]=[CH:6][C:5](B(O)O)=[CH:4][CH:3]=1.[OH:11][C:12]1[CH:21]=[CH:20][C:15]([C:16]([O:18][CH3:19])=[O:17])=[CH:14][CH:13]=1, predict the reaction product. The product is: [Cl:1][C:2]1[CH:7]=[CH:6][C:5]([O:11][C:12]2[CH:13]=[CH:14][C:15]([C:16]([O:18][CH3:19])=[O:17])=[CH:20][CH:21]=2)=[CH:4][CH:3]=1.